This data is from Catalyst prediction with 721,799 reactions and 888 catalyst types from USPTO. The task is: Predict which catalyst facilitates the given reaction. (1) Reactant: [O:1]=[S:2]1(=[O:33])[C:8]2[CH:9]=[C:10]([O:15][CH3:16])[C:11]([S:13][CH3:14])=[CH:12][C:7]=2[N:6]([C:17]2[CH:22]=[CH:21][C:20]([Cl:23])=[CH:19][CH:18]=2)[C:5](=O)[C:4]([CH2:29][CH2:30][CH2:31][CH3:32])([CH2:25][CH2:26][CH2:27][CH3:28])[CH2:3]1.[H-].[H-].[H-].[H-].[Li+].[Al+3]. Product: [O:33]=[S:2]1(=[O:1])[C:8]2[CH:9]=[C:10]([O:15][CH3:16])[C:11]([S:13][CH3:14])=[CH:12][C:7]=2[N:6]([C:17]2[CH:22]=[CH:21][C:20]([Cl:23])=[CH:19][CH:18]=2)[CH2:5][C:4]([CH2:29][CH2:30][CH2:31][CH3:32])([CH2:25][CH2:26][CH2:27][CH3:28])[CH2:3]1. The catalyst class is: 28. (2) Reactant: C([O:3][C:4](=O)[C:5]([F:16])([F:15])[O:6][C:7]1[CH:12]=[CH:11][C:10]([S:13][CH3:14])=[CH:9][CH:8]=1)C.CC(C[AlH]CC(C)C)C.CO.O. Product: [OH2:3].[F:16][C:5]([F:15])([O:6][C:7]1[CH:12]=[CH:11][C:10]([S:13][CH3:14])=[CH:9][CH:8]=1)[CH:4]=[O:3]. The catalyst class is: 28. (3) Reactant: [CH:1]([C:3]1[CH:15]=[CH:14][C:6]([C:7]([NH:9][C:10](=[O:13])[O:11][CH3:12])=[O:8])=[C:5]([CH3:16])[CH:4]=1)=O.Cl.[NH2:18][OH:19]. Product: [OH:19][N:18]=[CH:1][C:3]1[CH:15]=[CH:14][C:6]([C:7]([NH:9][C:10](=[O:13])[O:11][CH3:12])=[O:8])=[C:5]([CH3:16])[CH:4]=1. The catalyst class is: 24.